From a dataset of Peptide-MHC class I binding affinity with 185,985 pairs from IEDB/IMGT. Regression. Given a peptide amino acid sequence and an MHC pseudo amino acid sequence, predict their binding affinity value. This is MHC class I binding data. (1) The peptide sequence is MALMKLAAL. The MHC is HLA-A24:02 with pseudo-sequence HLA-A24:02. The binding affinity (normalized) is 0. (2) The peptide sequence is KIMSIGFEAR. The MHC is HLA-A68:01 with pseudo-sequence HLA-A68:01. The binding affinity (normalized) is 0.586. (3) The MHC is HLA-A80:01 with pseudo-sequence HLA-A80:01. The binding affinity (normalized) is 0.0847. The peptide sequence is PLFPGITRV. (4) The peptide sequence is LLPTHFEHNV. The MHC is Mamu-A01 with pseudo-sequence Mamu-A01. The binding affinity (normalized) is 0.485. (5) The peptide sequence is LTAQSRTL. The MHC is Mamu-A01 with pseudo-sequence Mamu-A01. The binding affinity (normalized) is 0.774. (6) The peptide sequence is MPNMLRIMA. The MHC is HLA-B51:01 with pseudo-sequence HLA-B51:01. The binding affinity (normalized) is 0.448. (7) The peptide sequence is YMFESKSMK. The MHC is HLA-B08:02 with pseudo-sequence HLA-B08:02. The binding affinity (normalized) is 0.0847. (8) The MHC is HLA-C04:01 with pseudo-sequence HLA-C04:01. The peptide sequence is STMRRMALR. The binding affinity (normalized) is 0.213. (9) The peptide sequence is ENAVWDQYK. The MHC is HLA-A68:01 with pseudo-sequence HLA-A68:01. The binding affinity (normalized) is 0.653.